This data is from Full USPTO retrosynthesis dataset with 1.9M reactions from patents (1976-2016). The task is: Predict the reactants needed to synthesize the given product. Given the product [Cl:17][C:10]1[O:9][C:8]2=[C:3]([O:2][CH3:1])[N:4]=[CH:5][CH:6]=[C:7]2[CH:11]=1, predict the reactants needed to synthesize it. The reactants are: [CH3:1][O:2][C:3]1[N:4]=[CH:5][CH:6]=[C:7]2[CH:11]=[CH:10][O:9][C:8]=12.[Li]CCCC.[Cl:17]C(Cl)(Cl)C(Cl)(Cl)Cl.